The task is: Predict the reactants needed to synthesize the given product.. This data is from Full USPTO retrosynthesis dataset with 1.9M reactions from patents (1976-2016). (1) Given the product [CH3:49][O:48][CH2:47][CH2:46][CH2:45][CH2:44][O:15][C:12]1[CH:13]=[CH:14][C:9]([C@@H:8]2[C@@H:7]([O:16][CH2:17][C:18]3[CH:19]=[CH:20][C:21]4[O:26][CH2:25][CH2:24][N:23]([CH2:27][CH2:28][CH2:29][O:30][CH3:31])[C:22]=4[CH:32]=3)[CH2:6][N:5]([S:33]([C:36]3[CH:37]=[CH:38][C:39]([CH3:42])=[CH:40][CH:41]=3)(=[O:34])=[O:35])[CH2:4][C@H:3]2[CH2:2][OH:1])=[CH:10][CH:11]=1, predict the reactants needed to synthesize it. The reactants are: [OH:1][CH2:2][C@H:3]1[C@H:8]([C:9]2[CH:14]=[CH:13][C:12]([OH:15])=[CH:11][CH:10]=2)[C@@H:7]([O:16][CH2:17][C:18]2[CH:19]=[CH:20][C:21]3[O:26][CH2:25][CH2:24][N:23]([CH2:27][CH2:28][CH2:29][O:30][CH3:31])[C:22]=3[CH:32]=2)[CH2:6][N:5]([S:33]([C:36]2[CH:41]=[CH:40][C:39]([CH3:42])=[CH:38][CH:37]=2)(=[O:35])=[O:34])[CH2:4]1.Br[CH2:44][CH2:45][CH2:46][CH2:47][O:48][CH3:49]. (2) The reactants are: [N:1]1([C:10]([O:12]C2C=CC(Cl)=CC=2C(=O)NC2C=CC([N+]([O-])=O)=CC=2Cl)=O)[CH2:5][CH2:4][CH2:3][CH:2]1[C:6]([O:8][CH3:9])=[O:7].C(=O)([O-])OC(Cl)(Cl)[Cl:36].Cl.N1CCC[C@H]1C(OC)=O.C(N(C(C)C)CC)(C)C.ClC1C=CC(O)=C(C=1)C(NC1C=CC([N+]([O-])=O)=CC=1Cl)=O. Given the product [Cl:36][C:10]([N:1]1[CH2:5][CH2:4][CH2:3][C@H:2]1[C:6]([O:8][CH3:9])=[O:7])=[O:12], predict the reactants needed to synthesize it.